Dataset: Reaction yield outcomes from USPTO patents with 853,638 reactions. Task: Predict the reaction yield, written as a fraction of the theoretical maximum amount of product (1.0 means a 100% yield; for example, 0.34 means a 34% yield). (1) The reactants are [OH:1][C:2]1[CH:9]=[CH:8][C:7]([N+:10]([O-:12])=[O:11])=[CH:6][C:3]=1[CH:4]=[O:5].[BH4-].[Na+].Cl. The catalyst is [OH-].[Na+].CO. The product is [OH:5][CH2:4][C:3]1[CH:6]=[C:7]([N+:10]([O-:12])=[O:11])[CH:8]=[CH:9][C:2]=1[OH:1]. The yield is 1.00. (2) The reactants are [Cl:1][C:2]1[CH:18]=[CH:17][C:5]2[O:6][CH2:7][O:8][C:9]3[CH:15]=[CH:14][C:13]([Cl:16])=[CH:12][C:10]=3[CH2:11][C:4]=2[CH:3]=1.[Br:19]N1C(=O)CCC1=O. The catalyst is ClC(Cl)(Cl)Cl.N(C(C)(C)C#N)=NC(C)(C)C#N. The product is [Br:19][CH:11]1[C:4]2[CH:3]=[C:2]([Cl:1])[CH:18]=[CH:17][C:5]=2[O:6][CH2:7][O:8][C:9]2[CH:15]=[CH:14][C:13]([Cl:16])=[CH:12][C:10]1=2. The yield is 0.270. (3) The reactants are [C:1]1([NH:7][S:8]([C:11]2[CH:12]=[C:13]3[C:17](=[CH:18][CH:19]=2)[NH:16][C:15](=[O:20])[CH2:14]3)(=[O:10])=[O:9])[CH:6]=[CH:5][CH:4]=[CH:3][CH:2]=1.[CH3:21][C:22]1[C:26]([C:27]([N:29]2[CH2:34][CH2:33][N:32]([CH3:35])[CH2:31][CH2:30]2)=[O:28])=[C:25]([CH3:36])[NH:24][C:23]=1[CH:37]=O. No catalyst specified. The product is [C:1]1([NH:7][S:8]([C:11]2[CH:12]=[C:13]3[C:17](=[CH:18][CH:19]=2)[NH:16][C:15](=[O:20])[C:14]3=[CH:37][C:23]2[NH:24][C:25]([CH3:36])=[C:26]([C:27]([N:29]3[CH2:30][CH2:31][N:32]([CH3:35])[CH2:33][CH2:34]3)=[O:28])[C:22]=2[CH3:21])(=[O:10])=[O:9])[CH:2]=[CH:3][CH:4]=[CH:5][CH:6]=1. The yield is 0.240. (4) The reactants are Br[C:2]1[CH:3]=[N:4][CH:5]=[C:6]([CH:10]=1)[C:7]([OH:9])=[O:8].S.[OH2:12]. The catalyst is [Cu]. The product is [OH:12][C:2]1[CH:3]=[N:4][CH:5]=[C:6]([CH:10]=1)[C:7]([OH:9])=[O:8]. The yield is 0.620. (5) The reactants are [C:1]([NH:4][C:5]1[CH:13]=[CH:12][C:8]([C:9]([OH:11])=O)=[CH:7][CH:6]=1)(=[O:3])[CH3:2].CN(C(ON1N=NC2C=CC=NC1=2)=[N+](C)C)C.F[P-](F)(F)(F)(F)F.[NH2:38][CH2:39][CH:40]([OH:52])[CH2:41][N:42]1[CH2:51][CH2:50][C:49]2[C:44](=[CH:45][CH:46]=[CH:47][CH:48]=2)[CH2:43]1. The catalyst is C(Cl)Cl.O. The product is [C:1]([NH:4][C:5]1[CH:6]=[CH:7][C:8]([C:9]([NH:38][CH2:39][CH:40]([OH:52])[CH2:41][N:42]2[CH2:51][CH2:50][C:49]3[C:44](=[CH:45][CH:46]=[CH:47][CH:48]=3)[CH2:43]2)=[O:11])=[CH:12][CH:13]=1)(=[O:3])[CH3:2]. The yield is 0.240.